Dataset: Reaction yield outcomes from USPTO patents with 853,638 reactions. Task: Predict the reaction yield, written as a fraction of the theoretical maximum amount of product (1.0 means a 100% yield; for example, 0.34 means a 34% yield). (1) The reactants are ClC(Cl)(Cl)[C:3]([C:5]1[C:13]2[C:8](=[CH:9][C:10]([C:14]([N:16]3[CH2:22][C:21]4([CH3:24])[CH2:23][CH:17]3[CH2:18][C:19]([CH3:26])([CH3:25])[CH2:20]4)=[O:15])=[CH:11][CH:12]=2)[NH:7][CH:6]=1)=[O:4].C([OH:31])C.[OH-].[Na+]. The catalyst is C1COCC1. The product is [CH3:24][C:21]12[CH2:23][CH:17]([N:16]([C:14]([C:10]3[CH:9]=[C:8]4[C:13]([C:5]([C:3]([OH:31])=[O:4])=[CH:6][NH:7]4)=[CH:12][CH:11]=3)=[O:15])[CH2:22]1)[CH2:18][C:19]([CH3:25])([CH3:26])[CH2:20]2. The yield is 0.720. (2) The reactants are [Cl:1][C:2]1[CH:25]=[N:24][C:5]2[NH:6][C:7]3[C:12]([C:4]=2[CH:3]=1)=[C:11]([C:13]1[CH:18]=[CH:17][CH:16]=[C:15]([S:19]([CH2:22][CH3:23])(=[O:21])=[O:20])[CH:14]=1)[CH:10]=[CH:9][CH:8]=3.[I:26]N1C(=O)CCC1=O.CS(O)(=O)=O.S([O-])([O-])=O.[Na+].[Na+]. The catalyst is C(#N)C. The product is [Cl:1][C:2]1[CH:25]=[N:24][C:5]2[NH:6][C:7]3[C:12]([C:4]=2[CH:3]=1)=[C:11]([C:13]1[CH:18]=[CH:17][CH:16]=[C:15]([S:19]([CH2:22][CH3:23])(=[O:21])=[O:20])[CH:14]=1)[C:10]([I:26])=[CH:9][CH:8]=3. The yield is 0.550.